From a dataset of Catalyst prediction with 721,799 reactions and 888 catalyst types from USPTO. Predict which catalyst facilitates the given reaction. (1) Reactant: [Br:1][C:2]1[CH:7]=[CH:6][C:5]([S:8](Cl)(=[O:10])=[O:9])=[CH:4][C:3]=1[F:12].[CH:13]1([NH2:17])[CH2:16][CH2:15][CH2:14]1. Product: [Br:1][C:2]1[CH:7]=[CH:6][C:5]([S:8]([NH:17][CH:13]2[CH2:16][CH2:15][CH2:14]2)(=[O:10])=[O:9])=[CH:4][C:3]=1[F:12]. The catalyst class is: 4. (2) Reactant: Br[CH:2]([CH3:17])[C:3]([C:5]1[C:6]([CH3:16])=[CH:7][C:8]([CH3:15])=[C:9]([CH:14]=1)[C:10]([O:12][CH3:13])=[O:11])=O.Cl.[C:19](=[NH:22])([NH2:21])[CH3:20].C(=O)([O-])[O-].[K+].[K+]. Product: [CH3:20][C:19]1[NH:21][C:3]([C:5]2[C:6]([CH3:16])=[CH:7][C:8]([CH3:15])=[C:9]([CH:14]=2)[C:10]([O:12][CH3:13])=[O:11])=[C:2]([CH3:17])[N:22]=1. The catalyst class is: 10.